Dataset: Cav3 T-type calcium channel HTS with 100,875 compounds. Task: Binary Classification. Given a drug SMILES string, predict its activity (active/inactive) in a high-throughput screening assay against a specified biological target. (1) The molecule is O=C1N(C(=O)CC1Cc1ccccc1)c1n(c2c(n1)cccc2)CC=C. The result is 0 (inactive). (2) The drug is Clc1ccc(N\N=C2\C(N(C(=O)C2=O)c2ccccc2)(C)C(OCC)=O)cc1. The result is 0 (inactive). (3) The molecule is Fc1c(NC(=O)NCCCOC)ccc(F)c1. The result is 0 (inactive). (4) The result is 0 (inactive). The molecule is Clc1sc(CSc2ccc(cc2)C(OC)=O)cn1. (5) The compound is O=C1N(c2cc(c(cc2)C)C)C(=O)c2c1cc(N)cc2. The result is 0 (inactive). (6) The compound is s1\c(=C/c2cc(OCC)c(OCC)cc2)c(=O)n2nc(nc12)c1occc1. The result is 0 (inactive). (7) The compound is S(CC(N1CCN(CCC1=O)CCC)c1ccccc1)c1ccc(cc1)C. The result is 0 (inactive). (8) The compound is O=C1N(C(Nc2c1cccc2)c1cc(OCC)c(O)cc1)c1ccccc1. The result is 0 (inactive). (9) The drug is Clc1c(c2nc(on2)CCC(O)=O)cccc1. The result is 0 (inactive).